From a dataset of Catalyst prediction with 721,799 reactions and 888 catalyst types from USPTO. Predict which catalyst facilitates the given reaction. (1) Reactant: Br[C:2]1[S:6][C:5]([C:7]([NH2:9])=[O:8])=[CH:4][CH:3]=1.[B:10]1([B:10]2[O:14][C:13]([CH3:16])([CH3:15])[C:12]([CH3:18])([CH3:17])[O:11]2)[O:14][C:13]([CH3:16])([CH3:15])[C:12]([CH3:18])([CH3:17])[O:11]1.CC([O-])=O.[K+]. Product: [CH3:17][C:12]1([CH3:18])[C:13]([CH3:16])([CH3:15])[O:14][B:10]([C:2]2[S:6][C:5]([C:7]([NH2:9])=[O:8])=[CH:4][CH:3]=2)[O:11]1. The catalyst class is: 12. (2) Reactant: CS(O)(=O)=O.CS(O)(=O)=O.[NH2:11][C@H:12]1[C:26](=[O:27])[N:25]([CH2:28][C:29]([F:32])([F:31])[F:30])[CH2:24][C:15]2[C:16]3[CH:17]=[N:18][NH:19][C:20]=3[C:21]([Cl:23])=[CH:22][C:14]=2[CH2:13]1.Cl[C:34](OC1C=CC([N+]([O-])=O)=CC=1)=[O:35].C(N(CC)C(C)C)(C)C.Cl.Cl.[NH:57]1[CH2:62][CH2:61][CH:60]([N:63]2[C:71]3[C:66](=[N:67][CH:68]=[CH:69][CH:70]=3)[NH:65][C:64]2=[O:72])[CH2:59][CH2:58]1.C([O-])(O)=O.[Na+]. Product: [Cl:23][C:21]1[C:20]2[NH:19][N:18]=[CH:17][C:16]=2[C:15]2[CH2:24][N:25]([CH2:28][C:29]([F:31])([F:30])[F:32])[C:26](=[O:27])[C@H:12]([NH:11][C:34]([N:57]3[CH2:58][CH2:59][CH:60]([N:63]4[C:71]5[C:66](=[N:67][CH:68]=[CH:69][CH:70]=5)[NH:65][C:64]4=[O:72])[CH2:61][CH2:62]3)=[O:35])[CH2:13][C:14]=2[CH:22]=1. The catalyst class is: 887. (3) Reactant: ClC1C=C([C:9]2[N:13]3[C:14]4[N:22]=[C:21]([O:23][CH3:24])[CH:20]=[CH:19][C:15]=4[N:16]=[C:17]([CH3:18])[C:12]3=[C:11]([CH3:25])[N:10]=2)C=C(Cl)C=1.[Cl:26][C:27]1[CH:32]=[CH:31][C:30](B(O)O)=[C:29]([C:36]([F:39])([F:38])[F:37])[CH:28]=1.C([O-])([O-])=O.[K+].[K+]. Product: [Cl:26][C:27]1[CH:32]=[CH:31][C:30]([C:9]2[N:13]3[C:14]4[N:22]=[C:21]([O:23][CH3:24])[CH:20]=[CH:19][C:15]=4[N:16]=[C:17]([CH3:18])[C:12]3=[C:11]([CH3:25])[N:10]=2)=[C:29]([C:36]([F:39])([F:38])[F:37])[CH:28]=1. The catalyst class is: 73. (4) Reactant: C(OC([N:8]1[C:12](=[O:13])[CH2:11][C:10](=[O:14])[CH:9]1[CH:15]([CH3:17])[CH3:16])=O)CCC. Product: [CH:15]([C@H:9]1[NH:8][C:12](=[O:13])[CH2:11][C:10]1=[O:14])([CH3:17])[CH3:16]. The catalyst class is: 137.